From a dataset of Peptide-MHC class II binding affinity with 134,281 pairs from IEDB. Regression. Given a peptide amino acid sequence and an MHC pseudo amino acid sequence, predict their binding affinity value. This is MHC class II binding data. The peptide sequence is ILDLWVYHTQGYFPD. The MHC is DRB1_1101 with pseudo-sequence DRB1_1101. The binding affinity (normalized) is 0.